This data is from Catalyst prediction with 721,799 reactions and 888 catalyst types from USPTO. The task is: Predict which catalyst facilitates the given reaction. Reactant: [Cl-].[Al+3].[Cl-].[Cl-].[H-].[Al+3].[Li+].[H-].[H-].[H-].[Br:11][C:12]1[CH:13]=[C:14]([S:18][C:19]2[N:23]([C:24]3[CH:29]=[C:28]([F:30])[CH:27]=[CH:26][C:25]=3[F:31])[N:22]=[C:21]([C:32]([NH:34][CH3:35])=O)[CH:20]=2)[CH:15]=[CH:16][CH:17]=1.[OH-].[Na+]. Product: [Br:11][C:12]1[CH:13]=[C:14]([S:18][C:19]2[N:23]([C:24]3[CH:29]=[C:28]([F:30])[CH:27]=[CH:26][C:25]=3[F:31])[N:22]=[C:21]([CH2:32][NH:34][CH3:35])[CH:20]=2)[CH:15]=[CH:16][CH:17]=1. The catalyst class is: 7.